From a dataset of Catalyst prediction with 721,799 reactions and 888 catalyst types from USPTO. Predict which catalyst facilitates the given reaction. Reactant: [OH:1][C:2]1[NH:3][C:4]2[C:9]([C:10]=1[C:11]1[C:20]3[C:15](=[CH:16][C:17]([O:21][CH2:22][CH2:23][O:24][CH3:25])=[CH:18][CH:19]=3)[N:14]=[CH:13][N:12]=1)=[CH:8][C:7]([C:26]([O:28]C)=[O:27])=[CH:6][CH:5]=2.CO.[OH-].[Na+]. Product: [OH:1][C:2]1[NH:3][C:4]2[C:9]([C:10]=1[C:11]1[C:20]3[C:15](=[CH:16][C:17]([O:21][CH2:22][CH2:23][O:24][CH3:25])=[CH:18][CH:19]=3)[N:14]=[CH:13][N:12]=1)=[CH:8][C:7]([C:26]([OH:28])=[O:27])=[CH:6][CH:5]=2. The catalyst class is: 6.